Dataset: Experimentally validated miRNA-target interactions with 360,000+ pairs, plus equal number of negative samples. Task: Binary Classification. Given a miRNA mature sequence and a target amino acid sequence, predict their likelihood of interaction. (1) The miRNA is hsa-miR-4517 with sequence AAAUAUGAUGAAACUCACAGCUGAG. The protein sequence of the target gene is MAAVDDLQFEEFGNAATSLTANPDATTVNIEDPGETPKHQPGSPRGSGREEDDELLGNDDSDKTELLAGQKKSSPFWTFEYYQTFFDVDTYQVFDRIKGSLLPIPGKNFVRLYIRSNPDLYGPFWICATLVFAIAISGNLSNFLIHLGEKTYHYVPEFRKVSIAATIIYAYAWLVPLALWGFLMWRNSKVMNIVSYSFLEIVCVYGYSLFIYIPTAILWIIPQKAVRWILVMIALGISGSLLAMTFWPAVREDNRRVALATIVTIVLLHMLLSVGCLAYFFDAPEMDHLPTTTATPNQTV.... Result: 0 (no interaction). (2) The miRNA is mmu-miR-3082-5p with sequence GACAGAGUGUGUGUGUCUGUGU. The protein sequence of the target gene is MAVASDFYLRYYVGHKGKFGHEFLEFEFRPDGKLRYANNSNYKNDVMIRKEAYVHKSVMEELKRIIDDSEITKEDDALWPPPDRVGRQELEIVIGDEHISFTTSKIGSLIDVNQSKDPEGLRVFYYLVQDLKCLVFSLIGLHFKIKPI. Result: 0 (no interaction).